Dataset: NCI-60 drug combinations with 297,098 pairs across 59 cell lines. Task: Regression. Given two drug SMILES strings and cell line genomic features, predict the synergy score measuring deviation from expected non-interaction effect. (1) Drug 1: CC1C(C(CC(O1)OC2CC(CC3=C2C(=C4C(=C3O)C(=O)C5=C(C4=O)C(=CC=C5)OC)O)(C(=O)C)O)N)O.Cl. Drug 2: C1=CC(=CC=C1C#N)C(C2=CC=C(C=C2)C#N)N3C=NC=N3. Cell line: M14. Synergy scores: CSS=6.82, Synergy_ZIP=-2.61, Synergy_Bliss=1.19, Synergy_Loewe=-8.98, Synergy_HSA=-0.0363. (2) Drug 1: CC1=C(C=C(C=C1)NC2=NC=CC(=N2)N(C)C3=CC4=NN(C(=C4C=C3)C)C)S(=O)(=O)N.Cl. Drug 2: CCN(CC)CCNC(=O)C1=C(NC(=C1C)C=C2C3=C(C=CC(=C3)F)NC2=O)C. Cell line: SF-539. Synergy scores: CSS=12.7, Synergy_ZIP=-5.30, Synergy_Bliss=-0.270, Synergy_Loewe=1.03, Synergy_HSA=1.83. (3) Drug 1: C1=NC2=C(N1)C(=S)N=CN2. Drug 2: C1=NNC2=C1C(=O)NC=N2. Cell line: NCI-H460. Synergy scores: CSS=8.02, Synergy_ZIP=-3.15, Synergy_Bliss=2.82, Synergy_Loewe=-3.22, Synergy_HSA=0.968. (4) Drug 1: C1C(C(OC1N2C=C(C(=O)NC2=O)F)CO)O. Drug 2: C1CN(P(=O)(OC1)NCCCl)CCCl. Cell line: NCI/ADR-RES. Synergy scores: CSS=7.43, Synergy_ZIP=1.47, Synergy_Bliss=4.22, Synergy_Loewe=-17.3, Synergy_HSA=-0.301. (5) Drug 1: CC1=C(C(=O)C2=C(C1=O)N3CC4C(C3(C2COC(=O)N)OC)N4)N. Cell line: 786-0. Drug 2: COCCOC1=C(C=C2C(=C1)C(=NC=N2)NC3=CC=CC(=C3)C#C)OCCOC.Cl. Synergy scores: CSS=21.4, Synergy_ZIP=-8.02, Synergy_Bliss=-3.24, Synergy_Loewe=-4.64, Synergy_HSA=-4.29.